Binary Classification. Given a miRNA mature sequence and a target amino acid sequence, predict their likelihood of interaction. From a dataset of Experimentally validated miRNA-target interactions with 360,000+ pairs, plus equal number of negative samples. The miRNA is hsa-miR-654-3p with sequence UAUGUCUGCUGACCAUCACCUU. The protein sequence of the target gene is MAIKSIASRLRGSRRFLSGFVAGAVVGAAGAGLAALQFFRSQGAEGALTGKQPDGSAEKAVLEQFGFPLTGTEARCYTNHALSYDQAKRVPRWVLEHISKSKIMGDADRKHCKFKPDPNIPPTFSAFNEDYVGSGWSRGHMAPAGNNKFSSKAMAETFYLSNIVPQDFDNNSGYWNRIEMYCRELTERFEDVWVVSGPLTLPQTRGDGKKIVSYQVIGEDNVAVPSHLYKVILARRSSVSTEPLALGAFVVPNEAIGFQPQLTEFQVSLQDLEKLSGLVFFPHLDRTSDIRNICSVDTCK.... Result: 1 (interaction).